This data is from Peptide-MHC class I binding affinity with 185,985 pairs from IEDB/IMGT. The task is: Regression. Given a peptide amino acid sequence and an MHC pseudo amino acid sequence, predict their binding affinity value. This is MHC class I binding data. (1) The peptide sequence is EAVRHFPRI. The MHC is HLA-A02:01 with pseudo-sequence HLA-A02:01. The binding affinity (normalized) is 0. (2) The binding affinity (normalized) is 0.0847. The peptide sequence is PSDTIHASF. The MHC is HLA-B58:01 with pseudo-sequence HLA-B58:01. (3) The peptide sequence is TVWEVQGYK. The MHC is HLA-A33:01 with pseudo-sequence HLA-A33:01. The binding affinity (normalized) is 0.551. (4) The peptide sequence is AVFDRKSDAK. The MHC is HLA-B39:01 with pseudo-sequence HLA-B39:01. The binding affinity (normalized) is 0.213. (5) The peptide sequence is TVEAMTQAM. The MHC is HLA-B51:01 with pseudo-sequence HLA-B51:01. The binding affinity (normalized) is 0.0847. (6) The peptide sequence is KQNMRIRSK. The MHC is HLA-A69:01 with pseudo-sequence HLA-A69:01. The binding affinity (normalized) is 0.0847. (7) The peptide sequence is TTADHMHML. The MHC is HLA-A26:01 with pseudo-sequence HLA-A26:01. The binding affinity (normalized) is 0.756.